From a dataset of Forward reaction prediction with 1.9M reactions from USPTO patents (1976-2016). Predict the product of the given reaction. (1) Given the reactants [CH3:1][C:2]1[CH:7]=[C:6]([CH2:8][C:9]2[C:10](=[O:29])[N:11]([CH:22]3[CH2:27][CH2:26][C:25](=[O:28])[CH2:24][CH2:23]3)[C:12]3[N:13]([N:18]=[C:19]([CH3:21])[N:20]=3)[C:14]=2[CH2:15][CH2:16][CH3:17])[CH:5]=[CH:4][C:3]=1[C:30]1[C:31]([C:36]#[N:37])=[CH:32][CH:33]=[CH:34][CH:35]=1.O1CCCC1.[BH4-].[Na+], predict the reaction product. The product is: [OH:28][C@H:25]1[CH2:26][CH2:27][C@H:22]([N:11]2[C:10](=[O:29])[C:9]([CH2:8][C:6]3[CH:5]=[CH:4][C:3]([C:30]4[C:31]([C:36]#[N:37])=[CH:32][CH:33]=[CH:34][CH:35]=4)=[C:2]([CH3:1])[CH:7]=3)=[C:14]([CH2:15][CH2:16][CH3:17])[N:13]3[N:18]=[C:19]([CH3:21])[N:20]=[C:12]23)[CH2:23][CH2:24]1. (2) Given the reactants [C:1]([C:3]1[CH:4]=[CH:5][C:6]([O:13][CH2:14][C:15]2[CH:20]=[CH:19][CH:18]=[CH:17][CH:16]=2)=[C:7]([CH:12]=1)[C:8]([O:10]C)=[O:9])#[N:2].[OH-].[Li+], predict the reaction product. The product is: [C:1]([C:3]1[CH:4]=[CH:5][C:6]([O:13][CH2:14][C:15]2[CH:20]=[CH:19][CH:18]=[CH:17][CH:16]=2)=[C:7]([CH:12]=1)[C:8]([OH:10])=[O:9])#[N:2]. (3) Given the reactants [CH3:1][Si](C=[N+]=[N-])(C)C.CCOCC.[CH3:13][C:14]1[C:15]([C:21]([OH:23])=[O:22])=[N:16][C:17]([CH3:20])=[CH:18][CH:19]=1, predict the reaction product. The product is: [CH3:1][O:22][C:21]([C:15]1[C:14]([CH3:13])=[CH:19][CH:18]=[C:17]([CH3:20])[N:16]=1)=[O:23]. (4) Given the reactants [Br:1][C:2]1[CH:7]=[CH:6][N:5]=[C:4]2[NH:8][CH:9]=[CH:10][C:3]=12.N12CCCN=C1CCCCC2.[C:22]([O:26][CH2:27][CH3:28])(=[O:25])[CH:23]=[CH2:24], predict the reaction product. The product is: [Br:1][C:2]1[CH:7]=[CH:6][N:5]=[C:4]2[N:8]([CH2:24][CH2:23][C:22]([O:26][CH2:27][CH3:28])=[O:25])[CH:9]=[CH:10][C:3]=12. (5) The product is: [Br:2][C:3]1[CH:8]=[C:7]([O:15][CH2:12][CH2:13][CH3:14])[CH:6]=[CH:5][N:4]=1. Given the reactants [Na].[Br:2][C:3]1[CH:8]=[C:7]([N+]([O-])=O)[CH:6]=[CH:5][N:4]=1.[CH2:12]([OH:15])[CH2:13][CH3:14], predict the reaction product. (6) Given the reactants [F:1][C:2]1[CH:3]=[C:4]([C:8]2[CH:9]=[CH:10][C:11](/[CH:14]=[CH:15]/[CH:16]=O)=[N:12][CH:13]=2)[CH:5]=[CH:6][CH:7]=1.[CH2:18]1[CH2:23][C@H:22]([C:24](O)=O)[NH:21][CH2:20][CH2:19]1.[CH3:27][N:28]1[C:32](=[O:33])C=[CH:30][C:29]1=[O:34], predict the reaction product. The product is: [F:1][C:2]1[CH:3]=[C:4]([C:8]2[CH:9]=[CH:10][C:11](/[CH:14]=[CH:15]/[CH:16]3[N:21]4[CH:22]([CH2:23][CH2:18][CH2:19][CH2:20]4)[CH:24]4[C:32](=[O:33])[N:28]([CH3:27])[C:29](=[O:34])[CH:30]34)=[N:12][CH:13]=2)[CH:5]=[CH:6][CH:7]=1.